Dataset: Forward reaction prediction with 1.9M reactions from USPTO patents (1976-2016). Task: Predict the product of the given reaction. (1) Given the reactants [CH2:1]([N:8]1[CH2:20][C@H:19]2[C@H:11]([C:12](=O)[C:13]3[C:18]2=[CH:17][C:16]([Br:21])=[CH:15][C:14]=3[CH3:22])[CH2:10][CH2:9]1)[C:2]1[CH:7]=[CH:6][CH:5]=[CH:4][CH:3]=1.O.NN, predict the reaction product. The product is: [CH2:1]([N:8]1[CH2:20][C:19]2[C:18]3[C:13](=[C:14]([CH3:22])[CH:15]=[C:16]([Br:21])[CH:17]=3)[CH2:12][C:11]=2[CH2:10][CH2:9]1)[C:2]1[CH:7]=[CH:6][CH:5]=[CH:4][CH:3]=1. (2) Given the reactants [Cl:1][C:2]1[CH:7]=[C:6](Cl)[C:5]([N+:9]([O-:11])=[O:10])=[CH:4][N:3]=1.C(N(CC)CC)C.[CH3:19][C:20]([Si:23]([CH3:33])([CH3:32])[O:24][C:25]1[CH:31]=[CH:30][C:28]([NH2:29])=[CH:27][CH:26]=1)([CH3:22])[CH3:21].O, predict the reaction product. The product is: [Cl:1][C:2]1[CH:7]=[C:6]([NH:29][C:28]2[CH:27]=[CH:26][C:25]([O:24][Si:23]([C:20]([CH3:22])([CH3:21])[CH3:19])([CH3:32])[CH3:33])=[CH:31][CH:30]=2)[C:5]([N+:9]([O-:11])=[O:10])=[CH:4][N:3]=1. (3) Given the reactants [NH2:1][C:2]1[N:10]=[CH:9][N:8]=[C:7]2[C:3]=1[NH:4][C:5](=[O:26])[N:6]2[C:11]1[CH:12]=[C:13]([N:17]([CH3:25])[C:18](=[O:24])[O:19][C:20]([CH3:23])([CH3:22])[CH3:21])[CH:14]=[CH:15][CH:16]=1.[O:27]([C:34]1[CH:39]=[CH:38][C:37](B(O)O)=[CH:36][CH:35]=1)[C:28]1[CH:33]=[CH:32][CH:31]=[CH:30][CH:29]=1.N1C=CC=CC=1, predict the reaction product. The product is: [NH2:1][C:2]1[N:10]=[CH:9][N:8]=[C:7]2[C:3]=1[N:4]([C:37]1[CH:38]=[CH:39][C:34]([O:27][C:28]3[CH:33]=[CH:32][CH:31]=[CH:30][CH:29]=3)=[CH:35][CH:36]=1)[C:5](=[O:26])[N:6]2[C:11]1[CH:12]=[C:13]([N:17]([CH3:25])[C:18](=[O:24])[O:19][C:20]([CH3:22])([CH3:23])[CH3:21])[CH:14]=[CH:15][CH:16]=1. (4) Given the reactants CO/[N:3]=[C:4]1/[C:5]([CH3:20])([CH3:19])[CH2:6][N:7]([C:9]([O:11][CH2:12][C:13]2[CH:18]=[CH:17][CH:16]=[CH:15][CH:14]=2)=[O:10])[CH2:8]/1.B, predict the reaction product. The product is: [NH2:3][CH:4]1[CH2:8][N:7]([C:9]([O:11][CH2:12][C:13]2[CH:18]=[CH:17][CH:16]=[CH:15][CH:14]=2)=[O:10])[CH2:6][C:5]1([CH3:20])[CH3:19].